The task is: Regression/Classification. Given a drug SMILES string, predict its absorption, distribution, metabolism, or excretion properties. Task type varies by dataset: regression for continuous measurements (e.g., permeability, clearance, half-life) or binary classification for categorical outcomes (e.g., BBB penetration, CYP inhibition). Dataset: cyp2c19_veith.. This data is from CYP2C19 inhibition data for predicting drug metabolism from PubChem BioAssay. The compound is Cl.OC(COCC1COc2ccccc2O1)CN1CCc2ccccc2C1. The result is 1 (inhibitor).